This data is from Catalyst prediction with 721,799 reactions and 888 catalyst types from USPTO. The task is: Predict which catalyst facilitates the given reaction. Reactant: [F:1][C:2]1([C:13]2[CH:18]=[CH:17][C:16]([CH:19]=O)=[CH:15][CH:14]=2)[CH2:5][N:4]([C:6]([O:8][C:9]([CH3:12])([CH3:11])[CH3:10])=[O:7])[CH2:3]1.[NH2:21][OH:22].Cl.O. Product: [F:1][C:2]1([C:13]2[CH:18]=[CH:17][C:16]([CH:19]=[N:21][OH:22])=[CH:15][CH:14]=2)[CH2:5][N:4]([C:6]([O:8][C:9]([CH3:12])([CH3:11])[CH3:10])=[O:7])[CH2:3]1. The catalyst class is: 8.